Dataset: Full USPTO retrosynthesis dataset with 1.9M reactions from patents (1976-2016). Task: Predict the reactants needed to synthesize the given product. Given the product [Cl:1][C:2]1[CH:3]=[CH:4][C:5]([O:23][CH3:24])=[C:6]([CH:22]=1)[C:7]([NH:9][CH2:10][CH2:11][CH:12]1[CH2:17][CH2:16][N:15]([S:18]([NH:21][C:38]([NH:37][CH:31]2[CH2:36][CH2:35][CH2:34][CH2:33][CH2:32]2)=[S:39])(=[O:20])=[O:19])[CH2:14][CH2:13]1)=[O:8], predict the reactants needed to synthesize it. The reactants are: [Cl:1][C:2]1[CH:3]=[CH:4][C:5]([O:23][CH3:24])=[C:6]([CH:22]=1)[C:7]([NH:9][CH2:10][CH2:11][CH:12]1[CH2:17][CH2:16][N:15]([S:18]([NH2:21])(=[O:20])=[O:19])[CH2:14][CH2:13]1)=[O:8].C(=O)([O-])[O-].[Cs+].[Cs+].[CH:31]1([N:37]=[C:38]=[S:39])[CH2:36][CH2:35][CH2:34][CH2:33][CH2:32]1.